This data is from Reaction yield outcomes from USPTO patents with 853,638 reactions. The task is: Predict the reaction yield, written as a fraction of the theoretical maximum amount of product (1.0 means a 100% yield; for example, 0.34 means a 34% yield). The catalyst is C(Cl)Cl.O.CC1(C)N([O])C(C)(C)CCC1. The product is [CH2:1]([O:8][C:9](=[O:19])[N:10]([CH3:11])[CH:12]1[CH2:17][CH2:16][C:15](=[O:18])[CH2:14][CH2:13]1)[C:2]1[CH:3]=[CH:4][CH:5]=[CH:6][CH:7]=1. The yield is 0.990. The reactants are [CH2:1]([O:8][C:9](=[O:19])[N:10]([C@H:12]1[CH2:17][CH2:16][C@@H:15]([OH:18])[CH2:14][CH2:13]1)[CH3:11])[C:2]1[CH:7]=[CH:6][CH:5]=[CH:4][CH:3]=1.[K+].[Br-].C([O-])(O)=O.[Na+].[O-]Cl.[Na+].S([O-])([O-])(=O)=S.[Na+].[Na+].